Dataset: Forward reaction prediction with 1.9M reactions from USPTO patents (1976-2016). Task: Predict the product of the given reaction. (1) Given the reactants [CH3:1][N:2]1[CH:6]=[C:5]([C:7]2[CH:8]=[C:9]([CH:22]=[C:23]([N+:25]([O-])=O)[CH:24]=2)[O:10][CH2:11][C@H:12]([NH:14][C:15](=[O:21])[O:16][C:17]([CH3:20])([CH3:19])[CH3:18])[CH3:13])[CH:4]=[N:3]1.[H][H], predict the reaction product. The product is: [NH2:25][C:23]1[CH:22]=[C:9]([CH:8]=[C:7]([C:5]2[CH:4]=[N:3][N:2]([CH3:1])[CH:6]=2)[CH:24]=1)[O:10][CH2:11][C@H:12]([NH:14][C:15](=[O:21])[O:16][C:17]([CH3:20])([CH3:18])[CH3:19])[CH3:13]. (2) Given the reactants [C:1]([N:5]1[C:9]([CH3:10])=[CH:8][C:7]([C:11](Cl)=[O:12])=[N:6]1)([CH3:4])([CH3:3])[CH3:2].[NH2:14][C:15]1[CH:16]=[C:17]([CH:30]=[CH:31][CH:32]=1)[C:18]([C:20]1[CH:28]=[C:27]2[C:23]([CH2:24][C:25](=[O:29])[NH:26]2)=[CH:22][CH:21]=1)=[O:19], predict the reaction product. The product is: [O:29]=[C:25]1[CH2:24][C:23]2[C:27](=[CH:28][C:20]([C:18]([C:17]3[CH:16]=[C:15]([NH:14][C:11]([C:7]4[CH:8]=[C:9]([CH3:10])[N:5]([C:1]([CH3:4])([CH3:3])[CH3:2])[N:6]=4)=[O:12])[CH:32]=[CH:31][CH:30]=3)=[O:19])=[CH:21][CH:22]=2)[NH:26]1.